Dataset: Catalyst prediction with 721,799 reactions and 888 catalyst types from USPTO. Task: Predict which catalyst facilitates the given reaction. (1) Reactant: [F:8][C:7]([F:10])([F:9])[C:6](O[C:6](=[O:11])[C:7]([F:10])([F:9])[F:8])=[O:11].[CH3:14][O:15][C:16]1[CH:17]=[CH:18][CH:19]=[C:20]2[C:25]=1[CH2:24][C@@H:23]([NH:26][CH3:27])[CH2:22][CH2:21]2.N1C=CC=CC=1. Product: [F:10][C:7]([F:8])([F:9])[C:6]([N:26]([C@H:23]1[CH2:22][CH2:21][C:20]2[C:25](=[C:16]([O:15][CH3:14])[CH:17]=[CH:18][CH:19]=2)[CH2:24]1)[CH3:27])=[O:11]. The catalyst class is: 4. (2) Reactant: [C:1]([O:5][N:6]=[C:7]1[C:16]2[C:11](=[CH:12][C:13]([C:17]#[C:18][CH2:19][CH2:20][OH:21])=[CH:14][CH:15]=2)[O:10][C:9]([C:22]2[N:23]=[CH:24][C:25]3[C:30]([CH:31]=2)=[CH:29][CH:28]=[CH:27][CH:26]=3)=[CH:8]1)([CH3:4])([CH3:3])[CH3:2].C(N(CC)CC)C.[CH3:39][S:40](Cl)(=[O:42])=[O:41].[Na]. Product: [C:1]([O:5]/[N:6]=[C:7]1\[CH:8]=[C:9]([C:22]2[N:23]=[CH:24][C:25]3[C:30]([CH:31]=2)=[CH:29][CH:28]=[CH:27][CH:26]=3)[O:10][C:11]2[C:16]\1=[CH:15][CH:14]=[C:13]([C:17]#[C:18][CH2:19][CH2:20][O:21][S:40]([CH3:39])(=[O:42])=[O:41])[CH:12]=2)([CH3:4])([CH3:2])[CH3:3]. The catalyst class is: 4. (3) Reactant: [CH2:1]([N:3]1[CH:7]=[C:6]([C:8]2[CH:13]=[CH:12][N:11]=[C:10]3[NH:14][C:15]([C:17]4[CH2:18][CH2:19][NH:20][CH2:21][CH:22]=4)=[CH:16][C:9]=23)[C:5]([C:23]2[CH:28]=[CH:27][C:26]([NH:29][C:30]([NH:32][C:33]3[CH:38]=[CH:37][CH:36]=[CH:35][CH:34]=3)=[O:31])=[CH:25][CH:24]=2)=[N:4]1)[CH3:2].C(Cl)CCl.C1C=CC2N(O)N=NC=2C=1.C(N(CC)CC)C.[CH3:60][N:61]([CH3:66])[CH2:62][C:63](O)=[O:64]. Product: [CH3:60][N:61]([CH3:66])[CH2:62][C:63]([N:20]1[CH2:19][CH:18]=[C:17]([C:15]2[NH:14][C:10]3=[N:11][CH:12]=[CH:13][C:8]([C:6]4[C:5]([C:23]5[CH:28]=[CH:27][C:26]([NH:29][C:30]([NH:32][C:33]6[CH:34]=[CH:35][CH:36]=[CH:37][CH:38]=6)=[O:31])=[CH:25][CH:24]=5)=[N:4][N:3]([CH2:1][CH3:2])[CH:7]=4)=[C:9]3[CH:16]=2)[CH2:22][CH2:21]1)=[O:64]. The catalyst class is: 42. (4) Reactant: [F:1][C:2]1[CH:3]=[C:4]([N:9]2[CH2:13][CH2:12][C@@H:11](O)[C:10]2=[O:15])[CH:5]=[C:6]([F:8])[CH:7]=1.CCN(C(C)C)C(C)C.[Cl:25][C:26]1[CH:27]=[C:28]([CH:33]2[CH2:37][CH2:36][NH:35][CH2:34]2)[CH:29]=[C:30]([Cl:32])[CH:31]=1.O. Product: [Cl:25][C:26]1[CH:27]=[C:28]([CH:33]2[CH2:37][CH2:36][N:35]([C@H:11]3[CH2:12][CH2:13][N:9]([C:4]4[CH:3]=[C:2]([F:1])[CH:7]=[C:6]([F:8])[CH:5]=4)[C:10]3=[O:15])[CH2:34]2)[CH:29]=[C:30]([Cl:32])[CH:31]=1. The catalyst class is: 2. (5) Reactant: [CH:1]1([C:4]2[N:9]=[C:8]([CH2:10][N:11]3[C:19]4[C:14](=[C:15]([NH:20][C:21]([C:23]5[N:27]6[CH:28]=[CH:29][C:30]([O:32][CH2:33][CH2:34][N:35]7[CH2:40][CH2:39][N:38]([CH3:41])[C@@H:37]([CH3:42])[CH2:36]7)=[CH:31][C:26]6=[N:25][CH:24]=5)=[O:22])[CH:16]=[CH:17][CH:18]=4)[C:13]([CH3:43])=[N:12]3)[CH:7]=[CH:6][CH:5]=2)[CH2:3][CH2:2]1.[ClH:44].O1CCOCC1. Product: [ClH:44].[ClH:44].[CH:1]1([C:4]2[N:9]=[C:8]([CH2:10][N:11]3[C:19]4[C:14](=[C:15]([NH:20][C:21]([C:23]5[N:27]6[CH:28]=[CH:29][C:30]([O:32][CH2:33][CH2:34][N:35]7[CH2:40][CH2:39][N:38]([CH3:41])[C@@H:37]([CH3:42])[CH2:36]7)=[CH:31][C:26]6=[N:25][CH:24]=5)=[O:22])[CH:16]=[CH:17][CH:18]=4)[C:13]([CH3:43])=[N:12]3)[CH:7]=[CH:6][CH:5]=2)[CH2:3][CH2:2]1. The catalyst class is: 61.